This data is from Forward reaction prediction with 1.9M reactions from USPTO patents (1976-2016). The task is: Predict the product of the given reaction. (1) Given the reactants [C:1]([C:3]1[CH:8]=[CH:7][C:6]([CH2:9][CH2:10][C:11]2[N:15]([CH3:16])[C:14]3[CH:17]=[CH:18][C:19]([C:21](O)=[O:22])=[CH:20][C:13]=3[N:12]=2)=[CH:5][CH:4]=1)#[N:2].[C:24]1([CH:30]=[CH:31][CH2:32][N:33]2[CH2:38][CH2:37][NH:36][CH2:35][CH2:34]2)[CH:29]=[CH:28][CH:27]=[CH:26][CH:25]=1.C([N:41](CC)CC)C.N1(OC(N(C)C)=[N+](C)C)C2C=CC=CC=2N=N1.F[B-](F)(F)F, predict the reaction product. The product is: [C:24]1([CH:30]=[CH:31][CH2:32][N:33]2[CH2:34][CH2:35][N:36]([NH:41][C:21]([C:19]3[CH:18]=[CH:17][C:14]4[N:15]([CH3:16])[C:11]([CH2:10][CH2:9][C:6]5[CH:7]=[CH:8][C:3]([C:1]#[N:2])=[CH:4][CH:5]=5)=[N:12][C:13]=4[CH:20]=3)=[O:22])[CH2:37][CH2:38]2)[CH:29]=[CH:28][CH:27]=[CH:26][CH:25]=1. (2) Given the reactants [C:1]([O:5][C:6]([NH:8][C@H:9]1[CH2:13][C@@:12]([CH2:17][CH2:18][O:19][CH3:20])([C:14]([OH:16])=[O:15])[CH:11]=[CH:10]1)=[O:7])([CH3:4])([CH3:3])[CH3:2], predict the reaction product. The product is: [C:1]([O:5][C:6]([NH:8][C@@H:9]1[CH2:10][CH2:11][C@:12]([CH2:17][CH2:18][O:19][CH3:20])([C:14]([OH:16])=[O:15])[CH2:13]1)=[O:7])([CH3:4])([CH3:3])[CH3:2]. (3) The product is: [C:46]([O:49][C:50]([NH:38][N:2]=[CH:1][C:3]1[CH:4]=[CH:5][C:6]([C:7]([N:9]2[CH2:30][CH2:29][C:12]3([NH:16][C:15](=[O:17])[N:14]([CH2:18][CH2:19][CH2:20][C:21]([O:23][C:24]([CH3:25])([CH3:26])[CH3:27])=[O:22])[C:13]3=[O:28])[CH2:11][CH2:10]2)=[O:8])=[CH:31][CH:32]=1)=[O:52])([CH3:48])([CH3:47])[CH3:45]. Given the reactants [C:1]([C:3]1[CH:32]=[CH:31][C:6]([C:7]([N:9]2[CH2:30][CH2:29][C:12]3([NH:16][C:15](=[O:17])[N:14]([CH2:18][CH2:19][CH2:20][C:21]([O:23][C:24]([CH3:27])([CH3:26])[CH3:25])=[O:22])[C:13]3=[O:28])[CH2:11][CH2:10]2)=[O:8])=[CH:5][CH:4]=1)#[N:2].S.C([O-])(=O)C.[NH4+:38].C(=O)([O-])[O-].[K+].[K+].[CH3:45][C:46]([O:49][C:50]([O:52]C(OC(C)(C)C)=O)=O)([CH3:48])[CH3:47], predict the reaction product. (4) Given the reactants [C:1]([O:5][C:6](=[O:13])[NH:7][CH:8]1[CH2:11][C:10](=O)[CH2:9]1)([CH3:4])([CH3:3])[CH3:2].C1(P(=[CH:33][C:34]([O:36][CH3:37])=[O:35])(C2C=CC=CC=2)C2C=CC=CC=2)C=CC=CC=1.O, predict the reaction product. The product is: [CH3:37][O:36][C:34](=[O:35])[CH:33]=[C:10]1[CH2:11][CH:8]([NH:7][C:6]([O:5][C:1]([CH3:4])([CH3:3])[CH3:2])=[O:13])[CH2:9]1.